From a dataset of NCI-60 drug combinations with 297,098 pairs across 59 cell lines. Regression. Given two drug SMILES strings and cell line genomic features, predict the synergy score measuring deviation from expected non-interaction effect. (1) Drug 1: CCC1=CC2CC(C3=C(CN(C2)C1)C4=CC=CC=C4N3)(C5=C(C=C6C(=C5)C78CCN9C7C(C=CC9)(C(C(C8N6C)(C(=O)OC)O)OC(=O)C)CC)OC)C(=O)OC.C(C(C(=O)O)O)(C(=O)O)O. Drug 2: CC1=C(N=C(N=C1N)C(CC(=O)N)NCC(C(=O)N)N)C(=O)NC(C(C2=CN=CN2)OC3C(C(C(C(O3)CO)O)O)OC4C(C(C(C(O4)CO)O)OC(=O)N)O)C(=O)NC(C)C(C(C)C(=O)NC(C(C)O)C(=O)NCCC5=NC(=CS5)C6=NC(=CS6)C(=O)NCCC[S+](C)C)O. Cell line: HT29. Synergy scores: CSS=37.8, Synergy_ZIP=3.06, Synergy_Bliss=5.51, Synergy_Loewe=5.74, Synergy_HSA=4.97. (2) Synergy scores: CSS=17.1, Synergy_ZIP=-12.4, Synergy_Bliss=-15.3, Synergy_Loewe=-27.1, Synergy_HSA=-12.3. Drug 2: C1CCC(C(C1)N)N.C(=O)(C(=O)[O-])[O-].[Pt+4]. Drug 1: CC(C)NC(=O)C1=CC=C(C=C1)CNNC.Cl. Cell line: ACHN. (3) Drug 1: COC1=CC(=CC(=C1O)OC)C2C3C(COC3=O)C(C4=CC5=C(C=C24)OCO5)OC6C(C(C7C(O6)COC(O7)C8=CC=CS8)O)O. Drug 2: B(C(CC(C)C)NC(=O)C(CC1=CC=CC=C1)NC(=O)C2=NC=CN=C2)(O)O. Cell line: HCC-2998. Synergy scores: CSS=25.5, Synergy_ZIP=0.837, Synergy_Bliss=1.68, Synergy_Loewe=1.07, Synergy_HSA=0.990. (4) Drug 1: CN(C)N=NC1=C(NC=N1)C(=O)N. Drug 2: C1=CC(=CC=C1C#N)C(C2=CC=C(C=C2)C#N)N3C=NC=N3. Cell line: OVCAR-4. Synergy scores: CSS=0.0845, Synergy_ZIP=0.223, Synergy_Bliss=-1.80, Synergy_Loewe=-1.36, Synergy_HSA=-2.75. (5) Drug 1: CC12CCC(CC1=CCC3C2CCC4(C3CC=C4C5=CN=CC=C5)C)O. Drug 2: CCC1(CC2CC(C3=C(CCN(C2)C1)C4=CC=CC=C4N3)(C5=C(C=C6C(=C5)C78CCN9C7C(C=CC9)(C(C(C8N6C)(C(=O)OC)O)OC(=O)C)CC)OC)C(=O)OC)O.OS(=O)(=O)O. Cell line: MDA-MB-231. Synergy scores: CSS=33.8, Synergy_ZIP=1.34, Synergy_Bliss=2.19, Synergy_Loewe=-22.3, Synergy_HSA=1.61. (6) Drug 1: CC1=CC=C(C=C1)C2=CC(=NN2C3=CC=C(C=C3)S(=O)(=O)N)C(F)(F)F. Drug 2: CC1=C2C(C(=O)C3(C(CC4C(C3C(C(C2(C)C)(CC1OC(=O)C(C(C5=CC=CC=C5)NC(=O)OC(C)(C)C)O)O)OC(=O)C6=CC=CC=C6)(CO4)OC(=O)C)O)C)O. Cell line: NCI-H460. Synergy scores: CSS=-0.961, Synergy_ZIP=10.9, Synergy_Bliss=11.3, Synergy_Loewe=6.81, Synergy_HSA=7.41. (7) Drug 1: C1=NC2=C(N1)C(=S)N=CN2. Drug 2: CCC1(C2=C(COC1=O)C(=O)N3CC4=CC5=C(C=CC(=C5CN(C)C)O)N=C4C3=C2)O.Cl. Cell line: EKVX. Synergy scores: CSS=4.78, Synergy_ZIP=-3.50, Synergy_Bliss=-2.56, Synergy_Loewe=-3.71, Synergy_HSA=-2.42. (8) Cell line: SK-MEL-2. Drug 2: CC1=C2C(C(=O)C3(C(CC4C(C3C(C(C2(C)C)(CC1OC(=O)C(C(C5=CC=CC=C5)NC(=O)C6=CC=CC=C6)O)O)OC(=O)C7=CC=CC=C7)(CO4)OC(=O)C)O)C)OC(=O)C. Drug 1: C1=CC(=CC=C1CCCC(=O)O)N(CCCl)CCCl. Synergy scores: CSS=31.4, Synergy_ZIP=-1.12, Synergy_Bliss=-2.98, Synergy_Loewe=-19.4, Synergy_HSA=-2.33. (9) Drug 1: CN1CCC(CC1)COC2=C(C=C3C(=C2)N=CN=C3NC4=C(C=C(C=C4)Br)F)OC. Drug 2: C1CN(P(=O)(OC1)NCCCl)CCCl. Cell line: SF-295. Synergy scores: CSS=0.688, Synergy_ZIP=-0.995, Synergy_Bliss=-1.76, Synergy_Loewe=-3.07, Synergy_HSA=-1.58.